Dataset: Reaction yield outcomes from USPTO patents with 853,638 reactions. Task: Predict the reaction yield, written as a fraction of the theoretical maximum amount of product (1.0 means a 100% yield; for example, 0.34 means a 34% yield). (1) The reactants are [O:1]=[C:2]1[CH2:6][CH2:5][C:4](=[O:7])[N:3]1[C:8]1[N:13]=[CH:12][C:11]([CH:14]=[CH:15][C:16]([N:18]([CH3:30])[CH2:19][C:20]2[S:24][C:23]3[CH:25]=[CH:26][CH:27]=[CH:28][C:22]=3[C:21]=2[CH3:29])=[O:17])=[CH:10][CH:9]=1.O=C1CCC(=O)N1C1N=CC(/C=C/C([N:48]([CH3:60])[CH2:49][C:50]2[N:51]([CH3:59])[C:52]3C(C=2)=CC=CC=3)=O)=CC=1.CN1CCNCC1.N. No catalyst specified. The product is [CH3:30][N:18]([CH2:19][C:20]1[S:24][C:23]2[CH:25]=[CH:26][CH:27]=[CH:28][C:22]=2[C:21]=1[CH3:29])[C:16](/[CH:15]=[CH:14]/[C:11]1[CH:10]=[CH:9][C:8]([NH:3][C:4](=[O:7])[CH2:5][CH2:6][C:2]([N:48]2[CH2:49][CH2:50][N:51]([CH3:59])[CH2:52][CH2:60]2)=[O:1])=[N:13][CH:12]=1)=[O:17]. The yield is 0.510. (2) The yield is 0.890. The catalyst is C(OCC)(=O)C. The reactants are ClC1N=[C:4]([NH:18][C:19]2[C:24]([C:25]#[C:26][Si:27]([CH3:30])([CH3:29])[CH3:28])=[CH:23][C:22]([CH3:31])=[CH:21][N:20]=2)[C:5](=[O:17])[N:6]([CH2:8][C:9]2[CH:14]=[CH:13][C:12]([O:15][CH3:16])=[CH:11][CH:10]=2)[CH:7]=1.C1(C)C=CC=CC=1. The product is [CH3:16][O:15][C:12]1[CH:13]=[CH:14][C:9]([CH2:8][N:6]2[CH:7]=[C:26]([Si:27]([CH3:30])([CH3:29])[CH3:28])[C:25]3[C:24]4[C:19]([NH:18][C:4]=3[C:5]2=[O:17])=[N:20][CH:21]=[C:22]([CH3:31])[CH:23]=4)=[CH:10][CH:11]=1.